Dataset: Catalyst prediction with 721,799 reactions and 888 catalyst types from USPTO. Task: Predict which catalyst facilitates the given reaction. Reactant: Br[CH2:2][C:3]([O:5][CH3:6])=[O:4].[F:7][C:8]([F:32])([F:31])[C:9]1[N:13]2[N:14]=[C:15]([N:18]3[CH2:23][CH2:22][CH:21]([C:24]4[CH:29]=[CH:28][C:27]([OH:30])=[CH:26][CH:25]=4)[CH2:20][CH2:19]3)[CH:16]=[CH:17][C:12]2=[N:11][N:10]=1.C(=O)([O-])[O-].[K+].[K+]. Product: [F:32][C:8]([F:7])([F:31])[C:9]1[N:13]2[N:14]=[C:15]([N:18]3[CH2:23][CH2:22][CH:21]([C:24]4[CH:29]=[CH:28][C:27]([O:30][CH2:2][C:3]([O:5][CH3:6])=[O:4])=[CH:26][CH:25]=4)[CH2:20][CH2:19]3)[CH:16]=[CH:17][C:12]2=[N:11][N:10]=1. The catalyst class is: 3.